From a dataset of Full USPTO retrosynthesis dataset with 1.9M reactions from patents (1976-2016). Predict the reactants needed to synthesize the given product. (1) Given the product [CH:1]1([CH2:4][O:5][C:6]2[CH:11]=[C:10]([F:12])[C:9]([O:13][CH3:14])=[CH:8][C:7]=2[C:15]2[C:16]3[N:24]([CH2:25][O:26][CH2:27][CH2:28][Si:29]([CH3:31])([CH3:30])[CH3:32])[C:23]([CH3:33])=[C:22]([C:34]([NH:37][CH:38]4[CH2:39][CH2:40][N:41]([C:44]([O:46][C:47]([CH3:50])([CH3:49])[CH3:48])=[O:45])[CH2:42][CH2:43]4)=[O:36])[C:17]=3[N:18]=[C:19]([CH3:21])[N:20]=2)[CH2:3][CH2:2]1, predict the reactants needed to synthesize it. The reactants are: [CH:1]1([CH2:4][O:5][C:6]2[CH:11]=[C:10]([F:12])[C:9]([O:13][CH3:14])=[CH:8][C:7]=2[C:15]2[C:16]3[N:24]([CH2:25][O:26][CH2:27][CH2:28][Si:29]([CH3:32])([CH3:31])[CH3:30])[C:23]([CH3:33])=[C:22]([C:34]([OH:36])=O)[C:17]=3[N:18]=[C:19]([CH3:21])[N:20]=2)[CH2:3][CH2:2]1.[NH2:37][CH:38]1[CH2:43][CH2:42][N:41]([C:44]([O:46][C:47]([CH3:50])([CH3:49])[CH3:48])=[O:45])[CH2:40][CH2:39]1. (2) Given the product [CH3:13][O:14][C:15]1[C:16]([CH2:21][C:22]([O:23][CH2:24][CH3:25])=[O:26])=[N:17][CH:18]=[CH:19][CH:20]=1, predict the reactants needed to synthesize it. The reactants are: C(NC(C)C)(C)C.C([Li])CCC.[CH3:13][O:14][C:15]1[C:16]([CH3:21])=[N:17][CH:18]=[CH:19][CH:20]=1.[C:22](=O)([O:26]CC)[O:23][CH2:24][CH3:25]. (3) Given the product [Cl:8][C:6]1[CH:5]=[C:4]([C:9]2([C:39]([F:40])([F:42])[F:41])[O:13][N:12]=[C:11]([C:14]3[C:23]4[C:18](=[CH:19][CH:20]=[CH:21][CH:22]=4)[C:17]([C:24]([NH:26][CH2:27][CH2:28][S:29]([CH3:38])(=[NH:31])=[O:30])=[O:25])=[CH:16][CH:15]=3)[CH2:10]2)[CH:3]=[C:2]([Cl:1])[CH:7]=1, predict the reactants needed to synthesize it. The reactants are: [Cl:1][C:2]1[CH:3]=[C:4]([C:9]2([C:39]([F:42])([F:41])[F:40])[O:13][N:12]=[C:11]([C:14]3[C:23]4[C:18](=[CH:19][CH:20]=[CH:21][CH:22]=4)[C:17]([C:24]([NH:26][CH2:27][CH2:28][S:29]([CH3:38])(=[N:31]C(=O)C(F)(F)F)=[O:30])=[O:25])=[CH:16][CH:15]=3)[CH2:10]2)[CH:5]=[C:6]([Cl:8])[CH:7]=1.C(=O)([O-])[O-].[K+].[K+]. (4) Given the product [CH3:16][O:17][C:9](=[O:11])[CH2:8][CH2:7][CH:6]([Cl:14])[CH2:5][CH2:4][CH2:3][CH2:2][CH3:1], predict the reactants needed to synthesize it. The reactants are: [CH3:1][CH2:2][CH2:3][CH2:4][CH2:5][CH:6]1[O:11][C:9](=O)[CH2:8][CH2:7]1.S(Cl)([Cl:14])=O.[CH3:16][OH:17]. (5) Given the product [NH:13]1[CH2:12][CH2:11][NH:14][C:3]1=[C:6]([C:9]#[N:10])[C:7]#[N:8], predict the reactants needed to synthesize it. The reactants are: CS[C:3](=[C:6]([C:9]#[N:10])[C:7]#[N:8])SC.[CH2:11]([NH2:14])[CH2:12][NH2:13].C(OC(C)C)(C)C. (6) Given the product [F:1][C:2]1[CH:3]=[C:4]([CH:7]=[C:8]([F:11])[C:9]=1[S:13][CH3:12])[CH:5]=[O:6], predict the reactants needed to synthesize it. The reactants are: [F:1][C:2]1[CH:3]=[C:4]([CH:7]=[C:8]([F:11])[C:9]=1F)[CH:5]=[O:6].[CH3:12][S-:13].[Na+]. (7) The reactants are: [CH3:1][O:2][C:3]1[CH:4]=[C:5]2[C:9](=[CH:10][C:11]=1[O:12][CH3:13])[NH:8][CH:7]=[CH:6]2.C([BH3-])#N.[Na+].C(Cl)Cl. Given the product [CH3:1][O:2][C:3]1[CH:4]=[C:5]2[C:9](=[CH:10][C:11]=1[O:12][CH3:13])[NH:8][CH2:7][CH2:6]2, predict the reactants needed to synthesize it.